This data is from Forward reaction prediction with 1.9M reactions from USPTO patents (1976-2016). The task is: Predict the product of the given reaction. (1) Given the reactants C[O:2][CH:3](OC)[C:4]1[CH:8]=[C:7]([C:9]2[CH:10]=[C:11]([CH:14]=[CH:15][CH:16]=2)[C:12]#[N:13])[N:6]([CH2:17][CH3:18])[N:5]=1.C(O)(C(F)(F)F)=O.O, predict the reaction product. The product is: [CH2:17]([N:6]1[C:7]([C:9]2[CH:10]=[C:11]([CH:14]=[CH:15][CH:16]=2)[C:12]#[N:13])=[CH:8][C:4]([CH:3]=[O:2])=[N:5]1)[CH3:18]. (2) Given the reactants C(OC([NH:8][C@@H:9]([CH2:56][CH2:57][NH:58]C(OC(C)(C)C)=O)[C:10]([NH:12][C@H:13]([C:15]([O:17][CH2:18][CH2:19][O:20][C:21]1[CH:26]=[CH:25][C:24]([C:27]2[C:32]([C:33]#[N:34])=[C:31]([N:35]3[CH2:39][CH2:38][CH2:37][CH2:36]3)[N:30]=[C:29]([S:40][CH2:41][C:42]3[N:43]=[C:44]([C:47]4[CH:52]=[CH:51][C:50]([Cl:53])=[CH:49][CH:48]=4)[S:45][CH:46]=3)[C:28]=2[C:54]#[N:55])=[CH:23][CH:22]=1)=[O:16])[CH3:14])=[O:11])=O)(C)(C)C.[ClH:66], predict the reaction product. The product is: [ClH:53].[ClH:66].[NH2:8][C@@H:9]([CH2:56][CH2:57][NH2:58])[C:10]([NH:12][C@H:13]([C:15]([O:17][CH2:18][CH2:19][O:20][C:21]1[CH:22]=[CH:23][C:24]([C:27]2[C:32]([C:33]#[N:34])=[C:31]([N:35]3[CH2:36][CH2:37][CH2:38][CH2:39]3)[N:30]=[C:29]([S:40][CH2:41][C:42]3[N:43]=[C:44]([C:47]4[CH:48]=[CH:49][C:50]([Cl:53])=[CH:51][CH:52]=4)[S:45][CH:46]=3)[C:28]=2[C:54]#[N:55])=[CH:25][CH:26]=1)=[O:16])[CH3:14])=[O:11]. (3) The product is: [F:1][C:2]1[CH:34]=[CH:33][C:5]([CH2:6][O:7][CH2:8][CH2:9][CH2:10][CH2:11][C@@H:12]([O:24][C:25]2[CH:30]=[CH:29][C:28]([F:31])=[C:27]([CH3:32])[CH:26]=2)[C:13]([NH:15][OH:37])=[O:14])=[CH:4][C:3]=1[CH3:35]. Given the reactants [F:1][C:2]1[CH:34]=[CH:33][C:5]([CH2:6][O:7][CH2:8][CH2:9][CH2:10][CH2:11][C@@H:12]([O:24][C:25]2[CH:30]=[CH:29][C:28]([F:31])=[C:27]([CH3:32])[CH:26]=2)[C:13]([N:15]2[C@@H](C(C)C)COC2=O)=[O:14])=[CH:4][C:3]=1[CH3:35].C[OH:37].NO.[C-]#N.[K+], predict the reaction product. (4) Given the reactants [CH:1]1([CH2:7][CH2:8][CH2:9][C@@H:10]([C:19]2[O:23][N:22]=[C:21]([C:24]([N:26]3[CH2:31][CH2:30][O:29][CH2:28][CH2:27]3)=[O:25])[N:20]=2)[CH2:11][C:12]([O:14]C(C)(C)C)=[O:13])[CH2:6][CH2:5][CH2:4][CH2:3][CH2:2]1.FC(F)(F)C(O)=O, predict the reaction product. The product is: [CH:1]1([CH2:7][CH2:8][CH2:9][C@@H:10]([C:19]2[O:23][N:22]=[C:21]([C:24]([N:26]3[CH2:31][CH2:30][O:29][CH2:28][CH2:27]3)=[O:25])[N:20]=2)[CH2:11][C:12]([OH:14])=[O:13])[CH2:6][CH2:5][CH2:4][CH2:3][CH2:2]1.